Predict the product of the given reaction. From a dataset of Forward reaction prediction with 1.9M reactions from USPTO patents (1976-2016). (1) Given the reactants O=[C:2](C1C=CN=CC=1)CC(OCC)=O.[OH:15][C:16]1[C:21]([CH2:22][O:23]C)=[CH:20][C:19]([CH3:25])=[CH:18][C:17]=1[C:26](=[O:28])[CH3:27].CC(C)([O-])C.[K+], predict the reaction product. The product is: [C:26]([C:17]1[C:16]([OH:15])=[C:21]([C:22](=[O:23])[CH3:2])[CH:20]=[C:19]([CH3:25])[CH:18]=1)(=[O:28])[CH3:27]. (2) Given the reactants Cl[C:2]1[CH:7]=[CH:6][C:5]([CH2:8][N:9]2[C:13]([CH3:14])=[CH:12][C:11](/[C:15](/[F:27])=[CH:16]/[C:17]3[CH:22]=[CH:21][C:20]([C:23]([F:26])([F:25])[F:24])=[CH:19][CH:18]=3)=[N:10]2)=[CH:4][N:3]=1.[CH3:28][NH2:29], predict the reaction product. The product is: [F:27]/[C:15](/[C:11]1[CH:12]=[C:13]([CH3:14])[N:9]([CH2:8][C:5]2[CH:6]=[CH:7][C:2]([NH:29][CH3:28])=[N:3][CH:4]=2)[N:10]=1)=[CH:16]\[C:17]1[CH:22]=[CH:21][C:20]([C:23]([F:26])([F:25])[F:24])=[CH:19][CH:18]=1. (3) Given the reactants C(Cl)(=O)C.Cl[C:6]1[CH:20]=[CH:19][C:9]([C:10]([NH:12][CH2:13][CH2:14][C:15]([F:18])([F:17])[F:16])=[O:11])=[CH:8][N:7]=1.[Na+].[I-:22], predict the reaction product. The product is: [I:22][C:6]1[CH:20]=[CH:19][C:9]([C:10]([NH:12][CH2:13][CH2:14][C:15]([F:18])([F:17])[F:16])=[O:11])=[CH:8][N:7]=1. (4) The product is: [CH2:17]([O:19][C:20]([C:22]1[CH:23]=[N:24][N:25]([C:27]2[N:36]([CH2:37][O:38][CH2:39][CH2:40][Si:41]([CH3:44])([CH3:43])[CH3:42])[C:35](=[O:45])[C:34]3[C:29](=[CH:30][CH:31]=[C:32]([C:9]4[CH:10]=[CH:11][CH:12]=[CH:13][C:8]=4[CH3:7])[CH:33]=3)[N:28]=2)[CH:26]=1)=[O:21])[CH3:18]. Given the reactants C(=O)([O-])[O-].[K+].[K+].[CH3:7][C:8]1[CH:13]=[CH:12][CH:11]=[CH:10][C:9]=1B(O)O.[CH2:17]([O:19][C:20]([C:22]1[CH:23]=[N:24][N:25]([C:27]2[N:36]([CH2:37][O:38][CH2:39][CH2:40][Si:41]([CH3:44])([CH3:43])[CH3:42])[C:35](=[O:45])[C:34]3[C:29](=[CH:30][CH:31]=[C:32](I)[CH:33]=3)[N:28]=2)[CH:26]=1)=[O:21])[CH3:18].C1COCC1, predict the reaction product. (5) Given the reactants [C:1]([O:5][C:6]([NH:8][CH2:9][CH2:10][N:11]1[C:19]([C:20]([O:22]C)=[O:21])=[C:18]2[C:13]([C:14]3[CH:27]=[C:26]([C:28]4[CH:33]=[CH:32][CH:31]=[C:30]([N+:34]([O-:36])=[O:35])[CH:29]=4)[C:25]([O:37][CH3:38])=[CH:24][C:15]=3[CH2:16][CH2:17]2)=[N:12]1)=[O:7])([CH3:4])([CH3:3])[CH3:2].O.[OH-].[Li+], predict the reaction product. The product is: [C:1]([O:5][C:6]([NH:8][CH2:9][CH2:10][N:11]1[C:19]([C:20]([OH:22])=[O:21])=[C:18]2[C:13]([C:14]3[CH:27]=[C:26]([C:28]4[CH:33]=[CH:32][CH:31]=[C:30]([N+:34]([O-:36])=[O:35])[CH:29]=4)[C:25]([O:37][CH3:38])=[CH:24][C:15]=3[CH2:16][CH2:17]2)=[N:12]1)=[O:7])([CH3:4])([CH3:3])[CH3:2].